This data is from Forward reaction prediction with 1.9M reactions from USPTO patents (1976-2016). The task is: Predict the product of the given reaction. (1) Given the reactants [CH:1]1([CH2:7][C:8]([OH:30])([CH3:29])[CH2:9]/[CH:10]=[CH:11]/[C@H:12]2[CH2:16][CH2:15][C@H:14]([OH:17])[C@@H:13]2[CH2:18][CH2:19][S:20][C:21]2[S:22][CH:23]=[C:24]([C:26]([OH:28])=[O:27])[N:25]=2)[CH2:6][CH2:5][CH2:4][CH2:3][CH2:2]1.C(=O)([O-])[O-].[K+].[K+].[I-].[CH3:38][CH3:39].[Cl-].[Na+], predict the reaction product. The product is: [CH:1]1([CH2:7][C:8]([OH:30])([CH3:29])[CH2:9]/[CH:10]=[CH:11]/[C@H:12]2[CH2:16][CH2:15][C@H:14]([OH:17])[C@@H:13]2[CH2:18][CH2:19][S:20][C:21]2[S:22][CH:23]=[C:24]([C:26]([O:28][CH2:38][CH3:39])=[O:27])[N:25]=2)[CH2:6][CH2:5][CH2:4][CH2:3][CH2:2]1. (2) The product is: [CH2:20]([N:27]1[CH:35]=[C:34]2[C:29]([CH:30]=[C:31]([C:2]3[C:3]([CH3:19])=[C:4]([CH2:12][N:13]4[CH2:18][CH2:17][O:16][CH2:15][CH2:14]4)[N:5]4[C:10]=3[C:9]([NH2:11])=[N:8][CH:7]=[N:6]4)[CH:32]=[CH:33]2)=[N:28]1)[C:21]1[CH:26]=[CH:25][CH:24]=[CH:23][CH:22]=1. Given the reactants Br[C:2]1[C:3]([CH3:19])=[C:4]([CH2:12][N:13]2[CH2:18][CH2:17][O:16][CH2:15][CH2:14]2)[N:5]2[C:10]=1[C:9]([NH2:11])=[N:8][CH:7]=[N:6]2.[CH2:20]([N:27]1[CH:35]=[C:34]2[C:29]([CH:30]=[C:31](B3OC(C)(C)C(C)(C)O3)[CH:32]=[CH:33]2)=[N:28]1)[C:21]1[CH:26]=[CH:25][CH:24]=[CH:23][CH:22]=1.C([O-])([O-])=O.[K+].[K+].O, predict the reaction product. (3) The product is: [C:12]1([C:15]2[CH:16]=[CH:17][CH:18]=[CH:19][CH:20]=2)[CH:11]=[CH:10][C:9]([CH2:8][C@@H:7]([NH:21][C:23](=[O:29])[CH2:24][CH2:25][C:26]([OH:28])=[O:27])[CH2:6][C:5]([O:4][CH2:2][CH3:3])=[O:22])=[CH:14][CH:13]=1. Given the reactants Cl.[CH2:2]([O:4][C:5](=[O:22])[CH2:6][C@H:7]([NH2:21])[CH2:8][C:9]1[CH:14]=[CH:13][C:12]([C:15]2[CH:20]=[CH:19][CH:18]=[CH:17][CH:16]=2)=[CH:11][CH:10]=1)[CH3:3].[C:23]1(=[O:29])[O:28][C:26](=[O:27])[CH2:25][CH2:24]1.CCN(C(C)C)C(C)C, predict the reaction product. (4) Given the reactants [CH2:1]([C:5]1[CH2:10][CH:9]([CH3:11])[CH:8]([CH:12]=[O:13])[CH2:7][CH:6]=1)[CH:2]([CH3:4])[CH3:3].[CH3:14][CH2:15][Mg+].[Br-].Cl, predict the reaction product. The product is: [CH2:1]([C:5]1[CH2:10][CH:9]([CH3:11])[CH:8]([CH:12]([OH:13])[CH2:14][CH3:15])[CH2:7][CH:6]=1)[CH:2]([CH3:4])[CH3:3].